Dataset: Forward reaction prediction with 1.9M reactions from USPTO patents (1976-2016). Task: Predict the product of the given reaction. (1) Given the reactants [C:1]([OH:9])(=[O:8])[CH:2]([CH2:4][C:5]([OH:7])=O)[OH:3].[NH2:10][C@H]1C[C@@H](C)CN(C2C([O:28]C)=C3C(C(=O)C(C(O)=O)=CN3C3CC3)=CC=2)C1.[C:37]([OH:42])(=[O:41])[CH:38]([CH3:40])[OH:39], predict the reaction product. The product is: [O:39]=[CH:38][C@@H:37]([C@H:5]([C@@H:4]([C@@H:2]([CH2:1][OH:9])[OH:3])[OH:28])[OH:7])[OH:41].[NH2:10][C@H:2]([C:1]([OH:9])=[O:8])[CH2:40][CH2:38][C:37]([OH:42])=[O:41]. (2) Given the reactants [CH3:1][O:2][C:3]([N:5]1[C@@H:13]2[C@@H:8]([C@@:9]([OH:23])([C:14]#[C:15][C:16]3[CH:17]=[C:18]([CH3:22])[CH:19]=[CH:20][CH:21]=3)[CH2:10][CH2:11][CH2:12]2)[CH2:7][CH2:6]1)=[O:4].[O:24]=[C:25]([N:31]1[CH2:35][CH2:34][CH2:33][CH2:32]1)[CH2:26][CH2:27][C:28](O)=[O:29], predict the reaction product. The product is: [CH3:1][O:2][C:3]([N:5]1[C@H:13]2[C@H:8]([C@:9]([O:23][C:28](=[O:29])[CH2:27][CH2:26][C:25](=[O:24])[N:31]3[CH2:35][CH2:34][CH2:33][CH2:32]3)([C:14]#[C:15][C:16]3[CH:17]=[C:18]([CH3:22])[CH:19]=[CH:20][CH:21]=3)[CH2:10][CH2:11][CH2:12]2)[CH2:7][CH2:6]1)=[O:4]. (3) Given the reactants [CH:1]([O:4][C:5]1[CH:9]=[C:8]([CH2:10][CH2:11][C:12]([O:14][CH2:15][CH3:16])=[O:13])[NH:7][N:6]=1)([CH3:3])[CH3:2].[H-].[Na+].[CH3:19][C:20]1[CH:27]=[CH:26][CH:25]=[CH:24][C:21]=1[CH2:22]Br, predict the reaction product. The product is: [CH:1]([O:4][C:5]1[CH:9]=[C:8]([CH2:10][CH2:11][C:12]([O:14][CH2:15][CH3:16])=[O:13])[N:7]([CH2:19][C:20]2[CH:27]=[CH:26][CH:25]=[CH:24][C:21]=2[CH3:22])[N:6]=1)([CH3:3])[CH3:2].